Dataset: Catalyst prediction with 721,799 reactions and 888 catalyst types from USPTO. Task: Predict which catalyst facilitates the given reaction. (1) Reactant: [Cl:1][C:2]1[N:7]=[C:6]([Cl:8])[C:5]([CH:9](O)[CH3:10])=[CH:4][N:3]=1.P(Cl)(Cl)([Cl:14])=O.C(N(C(C)C)CC)(C)C. Product: [Cl:1][C:2]1[N:7]=[C:6]([Cl:8])[C:5]([CH:9]([Cl:14])[CH3:10])=[CH:4][N:3]=1. The catalyst class is: 11. (2) Reactant: [OH:1][CH2:2][CH2:3][CH2:4][CH:5]1[CH2:10][CH2:9][N:8]([C:11]#[N:12])[CH2:7][CH2:6]1.C([O-])([O-])=O.[K+].[K+].[NH2:19][OH:20].Cl. Product: [OH:20][NH:19][C:11]([N:8]1[CH2:9][CH2:10][CH:5]([CH2:4][CH2:3][CH2:2][OH:1])[CH2:6][CH2:7]1)=[NH:12]. The catalyst class is: 88. (3) Product: [F:18][C:2]([F:1])([F:19])[S:3]([O:6][C:7]1[CH:12]=[CH:11][C:10]([CH2:13][OH:14])=[C:9]([CH:15]([CH3:17])[CH3:16])[CH:8]=1)(=[O:4])=[O:5]. The catalyst class is: 5. Reactant: [F:1][C:2]([F:19])([F:18])[S:3]([O:6][C:7]1[CH:12]=[CH:11][C:10]([CH:13]=[O:14])=[C:9]([CH:15]([CH3:17])[CH3:16])[CH:8]=1)(=[O:5])=[O:4].[BH4-].[Na+]. (4) Reactant: [NH2:1][CH2:2][CH2:3][N:4]1[CH2:9][CH2:8][CH:7]([C:10]2[CH:11]=[C:12]([NH:16][C:17](=[O:21])[CH:18]([CH3:20])[CH3:19])[CH:13]=[CH:14][CH:15]=2)[CH2:6][CH2:5]1.[CH:22]1[CH:27]=[CH:26][C:25]([C:28]2[CH:33]=[CH:32][C:31]([N:34]=[C:35]=[O:36])=[CH:30][CH:29]=2)=[CH:24][CH:23]=1. The catalyst class is: 1. Product: [C:28]1([C:25]2[CH:24]=[CH:23][CH:22]=[CH:27][CH:26]=2)[CH:29]=[CH:30][C:31]([NH:34][C:35]([NH:1][CH2:2][CH2:3][N:4]2[CH2:9][CH2:8][CH:7]([C:10]3[CH:11]=[C:12]([NH:16][C:17](=[O:21])[CH:18]([CH3:19])[CH3:20])[CH:13]=[CH:14][CH:15]=3)[CH2:6][CH2:5]2)=[O:36])=[CH:32][CH:33]=1. (5) Reactant: [C:1]([NH:6][C:7]1[N:8]=[C:9]([C:15](OCC)=[O:16])[N:10](COC)[CH:11]=1)(=[O:5])[CH:2]([CH3:4])[CH3:3]. Product: [CH:15]([C:9]1[NH:10][CH:11]=[C:7]([NH:6][C:1](=[O:5])[CH:2]([CH3:3])[CH3:4])[N:8]=1)=[O:16]. The catalyst class is: 67. (6) Reactant: C(NC(C)C)(C)C.C([Li])CCC.[Cl:13][C:14]1[CH:19]=[C:18]([F:20])[CH:17]=[CH:16][C:15]=1[I:21].CN([CH:25]=[O:26])C. Product: [Cl:13][C:14]1[C:15]([I:21])=[CH:16][CH:17]=[C:18]([F:20])[C:19]=1[CH:25]=[O:26]. The catalyst class is: 1. (7) Reactant: [Cl:1][C:2]1[CH:33]=[CH:32][CH:31]=[C:30]([Cl:34])[C:3]=1[C:4]([NH:6][CH:7]([CH2:11][C:12]1[CH:13]=[C:14]2[C:19](=[CH:20][CH:21]=1)[N:18]=[C:17]([C:22]1[C:27]([Cl:28])=[CH:26][CH:25]=[CH:24][C:23]=1[Cl:29])[CH:16]=[CH:15]2)[C:8](O)=[O:9])=[O:5].CC[N:37](CC)CC.ClC(OCC)=O.N. Product: [NH2:37][C:8](=[O:9])[CH:7]([NH:6][C:4](=[O:5])[C:3]1[C:30]([Cl:34])=[CH:31][CH:32]=[CH:33][C:2]=1[Cl:1])[CH2:11][C:12]1[CH:13]=[C:14]2[C:19](=[CH:20][CH:21]=1)[N:18]=[C:17]([C:22]1[C:23]([Cl:29])=[CH:24][CH:25]=[CH:26][C:27]=1[Cl:28])[CH:16]=[CH:15]2. The catalyst class is: 1. (8) Reactant: [C:1](OC(=O)C)(=[O:3])[CH3:2].C(N(CC)CC)C.[CH2:15]([NH:17][C:18]([NH:20][C:21]1[N:39]=[C:24]2[CH:25]=[C:26]([C:33]3[CH:34]=[N:35][CH:36]=[CH:37][CH:38]=3)[CH:27]=[C:28]([C:29]([NH:31][NH2:32])=[O:30])[N:23]2[N:22]=1)=[O:19])[CH3:16]. Product: [C:1]([NH:32][NH:31][C:29]([C:28]1[N:23]2[N:22]=[C:21]([NH:20][C:18]([NH:17][CH2:15][CH3:16])=[O:19])[N:39]=[C:24]2[CH:25]=[C:26]([C:33]2[CH:34]=[N:35][CH:36]=[CH:37][CH:38]=2)[CH:27]=1)=[O:30])(=[O:3])[CH3:2]. The catalyst class is: 12.